The task is: Predict the product of the given reaction.. This data is from Forward reaction prediction with 1.9M reactions from USPTO patents (1976-2016). (1) Given the reactants Br[C:2]1[CH:3]=[CH:4][C:5]([CH:8]([F:10])[F:9])=[N:6][CH:7]=1.Cl.[CH3:12][NH:13]OC.C1(P(C2C=CC=CC=2)C2[C:36]3[O:35]C4C(=CC=CC=4P(C4C=CC=CC=4)C4C=CC=CC=4)C(C)(C)C=3C=CC=2)C=CC=CC=1.P([O-])([O-])([O-])=O.[K+].[K+].[K+].[C:66](=[O:69])(O)[O-].[Na+], predict the reaction product. The product is: [F:9][CH:8]([F:10])[C:5]1[N:6]=[CH:7][C:2]([C:66]([N:13]([O:35][CH3:36])[CH3:12])=[O:69])=[CH:3][CH:4]=1. (2) Given the reactants [CH3:1][C:2]1[CH:3]=[CH:4][C:5]([NH:21][C:22]([C:24]2[CH:25]=[CH:26][C:27]([CH2:30][N:31]3[CH2:36][CH2:35][N:34]([CH3:37])[CH2:33][CH2:32]3)=[CH:28][CH:29]=2)=[O:23])=[CH:6][C:7]=1[NH:8][C:9]1[N:10]=[CH:11][CH:12]=[C:13]([C:15]2[CH:16]=[CH:17][CH:18]=[N:19][CH:20]=2)[N:14]=1.[C:38]([OH:50])(=[O:49])/[CH:39]=[CH:40]/[C:41]1[CH:48]=[CH:47][C:45]([OH:46])=[C:43]([OH:44])[CH:42]=1, predict the reaction product. The product is: [CH3:1][C:2]1[CH:3]=[CH:4][C:5]([NH:21][C:22]([C:24]2[CH:29]=[CH:28][C:27]([CH2:30][N:31]3[CH2:32][CH2:33][N:34]([CH3:37])[CH2:35][CH2:36]3)=[CH:26][CH:25]=2)=[O:23])=[CH:6][C:7]=1[NH:8][C:9]1[N:10]=[CH:11][CH:12]=[C:13]([C:15]2[CH:16]=[CH:17][CH:18]=[N:19][CH:20]=2)[N:14]=1.[C:38]([OH:50])(=[O:49])/[CH:39]=[CH:40]/[C:41]1[CH:48]=[CH:47][C:45]([OH:46])=[C:43]([OH:44])[CH:42]=1. (3) Given the reactants [O:1]([C:8]1[CH:13]=[CH:12][C:11]([NH:14][CH:15]2[CH:20]3[CH2:21][CH2:22][N:17]([CH2:18][CH2:19]3)[CH2:16]2)=[CH:10][CH:9]=1)[C:2]1[CH:7]=[CH:6][CH:5]=[CH:4][CH:3]=1.[ClH:23].O1CCOCC1, predict the reaction product. The product is: [ClH:23].[ClH:23].[O:1]([C:8]1[CH:9]=[CH:10][C:11]([NH:14][CH:15]2[CH:20]3[CH2:19][CH2:18][N:17]([CH2:22][CH2:21]3)[CH2:16]2)=[CH:12][CH:13]=1)[C:2]1[CH:3]=[CH:4][CH:5]=[CH:6][CH:7]=1. (4) Given the reactants [CH2:1]([N:8]1[CH:12]=[C:11]([C:13]2[NH:21][C:20]3[C:19](=[O:22])[N:18]([CH2:23][CH2:24][CH3:25])[C:17](Cl)=[N:16][C:15]=3[N:14]=2)[CH:10]=[N:9]1)[C:2]1[CH:7]=[CH:6][CH:5]=[CH:4][CH:3]=1.[CH:27]([N:30](C(C)C)CC)(C)C.CN, predict the reaction product. The product is: [CH2:1]([N:8]1[CH:12]=[C:11]([C:13]2[NH:21][C:20]3[C:19](=[O:22])[N:18]([CH2:23][CH2:24][CH3:25])[C:17]([NH:30][CH3:27])=[N:16][C:15]=3[N:14]=2)[CH:10]=[N:9]1)[C:2]1[CH:7]=[CH:6][CH:5]=[CH:4][CH:3]=1. (5) Given the reactants [CH3:1][O:2][C:3]1[CH:8]=[CH:7][CH:6]=[CH:5][C:4]=1[S:9]([N:12]([CH3:25])[C:13]1[CH:14]=[CH:15][CH:16]=[C:17]2[C:21]=1[NH:20][C:19]([C:22](O)=[O:23])=[CH:18]2)(=[O:11])=[O:10].C[N:27](C)C=O.Cl.CN(C)CCCN=C=NCC, predict the reaction product. The product is: [CH3:1][O:2][C:3]1[CH:8]=[CH:7][CH:6]=[CH:5][C:4]=1[S:9]([N:12]([CH3:25])[C:13]1[CH:14]=[CH:15][CH:16]=[C:17]2[C:21]=1[NH:20][C:19]([C:22]([NH2:27])=[O:23])=[CH:18]2)(=[O:11])=[O:10]. (6) The product is: [NH2:25][CH:9]1[CH:8]([CH2:1][C:2]2[CH:7]=[CH:6][CH:5]=[CH:4][CH:3]=2)[C:17]2[CH:16]=[C:15]([CH2:18][NH:19][S:20]([CH2:23][CH3:24])(=[O:22])=[O:21])[CH:14]=[CH:13][C:12]=2[CH2:11][CH2:10]1. Given the reactants [CH2:1]([CH:8]1[C:17]2[C:12](=[CH:13][CH:14]=[C:15]([CH2:18][NH:19][S:20]([CH2:23][CH3:24])(=[O:22])=[O:21])[CH:16]=2)[CH2:11][CH2:10][CH:9]1[NH:25]C(=O)OC(C)(C)C)[C:2]1[CH:7]=[CH:6][CH:5]=[CH:4][CH:3]=1.FC(F)(F)C(O)=O, predict the reaction product.